The task is: Predict which catalyst facilitates the given reaction.. This data is from Catalyst prediction with 721,799 reactions and 888 catalyst types from USPTO. (1) Reactant: [CH2:1]([O:8][N:9]1[C:14]2[N:15]=[CH:16][N:17]=[CH:18][C:13]=2[C:12](OS(C(F)(F)F)(=O)=O)=[C:11]([C:27]([O:29][CH2:30][CH3:31])=[O:28])[C:10]1=[O:32])[C:2]1[CH:7]=[CH:6][CH:5]=[CH:4][CH:3]=1.[NH2:33][CH:34]1[C:42]2[C:37](=[CH:38][CH:39]=[CH:40][CH:41]=2)[CH2:36][CH2:35]1. Product: [CH2:1]([O:8][N:9]1[C:14]2[N:15]=[CH:16][N:17]=[CH:18][C:13]=2[C:12]([NH:33][CH:34]2[C:42]3[C:37](=[CH:38][CH:39]=[CH:40][CH:41]=3)[CH2:36][CH2:35]2)=[C:11]([C:27]([O:29][CH2:30][CH3:31])=[O:28])[C:10]1=[O:32])[C:2]1[CH:7]=[CH:6][CH:5]=[CH:4][CH:3]=1. The catalyst class is: 12. (2) Reactant: O[C@H:2]1[C:10]2[C:5](=[CH:6][CH:7]=[C:8]([O:11][C:12](=[O:17])[N:13]([CH2:15][CH3:16])[CH3:14])[CH:9]=2)[CH2:4][CH2:3]1.C(N(CC)CC)C.[CH2:25]([NH2:28])[C:26]#[CH:27]. Product: [CH2:25]([NH:28][C@@H:2]1[C:10]2[C:5](=[CH:6][CH:7]=[C:8]([O:11][C:12](=[O:17])[N:13]([CH2:15][CH3:16])[CH3:14])[CH:9]=2)[CH2:4][CH2:3]1)[C:26]#[CH:27]. The catalyst class is: 4. (3) Reactant: [CH2:1]([N:8]([CH:12]1[CH2:17][CH2:16][N:15]([C:18]2[CH:23]=[CH:22][C:21]([C:24]3[NH:33][C:32](=[O:34])[C:31]4[C:26](=[CH:27][C:28]([O:37][CH3:38])=[CH:29][C:30]=4[O:35][CH3:36])[N:25]=3)=[CH:20][N:19]=2)[CH2:14][CH2:13]1)C(=O)C)[C:2]1[CH:7]=[CH:6][CH:5]=[CH:4][CH:3]=1.[OH-].[Na+]. Product: [CH2:1]([NH:8][CH:12]1[CH2:13][CH2:14][N:15]([C:18]2[N:19]=[CH:20][C:21]([C:24]3[NH:33][C:32](=[O:34])[C:31]4[C:26](=[CH:27][C:28]([O:37][CH3:38])=[CH:29][C:30]=4[O:35][CH3:36])[N:25]=3)=[CH:22][CH:23]=2)[CH2:16][CH2:17]1)[C:2]1[CH:7]=[CH:6][CH:5]=[CH:4][CH:3]=1. The catalyst class is: 33. (4) Reactant: [C:1]1([NH2:8])[CH:6]=[CH:5][CH:4]=[CH:3][C:2]=1[NH2:7].N1C=CC=CC=1.[S:15](Cl)(Cl)=O. Product: [N:7]1[S:15][N:8]=[C:1]2[CH:6]=[CH:5][CH:4]=[CH:3][C:2]=12. The catalyst class is: 11. (5) Reactant: [C:1]([C:5]1[N:10]=[C:9]([N:11]2[CH2:16][CH2:15][N:14]([CH2:17][CH2:18][CH2:19][CH2:20][NH2:21])[CH2:13][CH2:12]2)[CH:8]=[C:7]([C:22]([F:25])([F:24])[F:23])[N:6]=1)([CH3:4])([CH3:3])[CH3:2].C1N=CN([C:31](N2C=NC=C2)=[O:32])C=1.[CH3:38][O:39][C:40]1[CH:45]=[CH:44][CH:43]=[CH:42][C:41]=1[N:46]1[CH2:51][CH2:50][NH:49][CH2:48][CH2:47]1. Product: [C:1]([C:5]1[N:10]=[C:9]([N:11]2[CH2:16][CH2:15][N:14]([CH2:17][CH2:18][CH2:19][CH2:20][NH:21][C:31]([N:49]3[CH2:50][CH2:51][N:46]([C:41]4[CH:42]=[CH:43][CH:44]=[CH:45][C:40]=4[O:39][CH3:38])[CH2:47][CH2:48]3)=[O:32])[CH2:13][CH2:12]2)[CH:8]=[C:7]([C:22]([F:24])([F:25])[F:23])[N:6]=1)([CH3:4])([CH3:2])[CH3:3]. The catalyst class is: 147. (6) Reactant: [CH3:1][O:2][C:3]1[C:29]([O:30][CH3:31])=[CH:28][C:6]2[N:7]([C:10]3[S:14][C:13]([C:15]([NH2:17])=O)=[C:12]([O:18][C@@H:19]([C:21]4[CH:26]=[CH:25][CH:24]=[CH:23][C:22]=4[Cl:27])[CH3:20])[CH:11]=3)[CH:8]=[N:9][C:5]=2[CH:4]=1.N1C=CC=CC=1.FC(F)(F)C(OC(=O)C(F)(F)F)=O.C(=O)([O-])[O-].[K+].[K+]. Product: [CH3:1][O:2][C:3]1[C:29]([O:30][CH3:31])=[CH:28][C:6]2[N:7]([C:10]3[S:14][C:13]([C:15]#[N:17])=[C:12]([O:18][C@@H:19]([C:21]4[CH:26]=[CH:25][CH:24]=[CH:23][C:22]=4[Cl:27])[CH3:20])[CH:11]=3)[CH:8]=[N:9][C:5]=2[CH:4]=1. The catalyst class is: 4. (7) Reactant: [F:1][C:2]([F:43])([F:42])[C:3]1[CH:4]=[C:5]([CH:35]=[C:36]([C:38]([F:41])([F:40])[F:39])[CH:37]=1)[CH2:6][N:7]([CH2:23][C:24]1[CH:29]=[C:28]([C:30]([F:33])([F:32])[F:31])[CH:27]=[CH:26][C:25]=1[OH:34])[C:8]1[N:13]=[CH:12][C:11]([O:14][CH2:15][CH2:16][CH2:17][C:18]([O:20][CH2:21][CH3:22])=[O:19])=[CH:10][N:9]=1.N1C=CC=CC=1.[F:50][C:51]([F:64])([F:63])[S:52](O[S:52]([C:51]([F:64])([F:63])[F:50])(=[O:54])=[O:53])(=[O:54])=[O:53].C(=O)(O)[O-].[Na+]. Product: [F:43][C:2]([F:1])([F:42])[C:3]1[CH:4]=[C:5]([CH:35]=[C:36]([C:38]([F:39])([F:40])[F:41])[CH:37]=1)[CH2:6][N:7]([CH2:23][C:24]1[CH:29]=[C:28]([C:30]([F:33])([F:32])[F:31])[CH:27]=[CH:26][C:25]=1[O:34][S:52]([C:51]([F:64])([F:63])[F:50])(=[O:54])=[O:53])[C:8]1[N:9]=[CH:10][C:11]([O:14][CH2:15][CH2:16][CH2:17][C:18]([O:20][CH2:21][CH3:22])=[O:19])=[CH:12][N:13]=1. The catalyst class is: 124. (8) Reactant: [NH:1]1[CH:5]=[CH:4][CH:3]=[N:2]1.[CH2:6]([O:9][C:10]1[CH:15]=[CH:14][CH:13]=[CH:12][C:11]=1[CH2:16]Cl)[CH:7]=[CH2:8].C(#N)C(CC#N)O.[H-].[Na+].Cl. Product: [CH2:6]([O:9][C:10]1[CH:15]=[CH:14][CH:13]=[CH:12][C:11]=1[CH2:16][CH:4]([C:5]#[N:1])[C:3]#[N:2])[CH:7]=[CH2:8]. The catalyst class is: 3.